From a dataset of Aqueous solubility values for 9,982 compounds from the AqSolDB database. Regression/Classification. Given a drug SMILES string, predict its absorption, distribution, metabolism, or excretion properties. Task type varies by dataset: regression for continuous measurements (e.g., permeability, clearance, half-life) or binary classification for categorical outcomes (e.g., BBB penetration, CYP inhibition). For this dataset (solubility_aqsoldb), we predict Y. (1) The drug is NC(=O)C(N)C(O)C(=O)O. The Y is -1.15 log mol/L. (2) The compound is O=C([O-])[O-].O=C([O-])[O-].[OH-].[OH-].[Pb+2].[Pb+2].[Pb+2]. The Y is -5.55 log mol/L. (3) The molecule is CC(C)=O. The Y is 1.24 log mol/L.